Dataset: Forward reaction prediction with 1.9M reactions from USPTO patents (1976-2016). Task: Predict the product of the given reaction. (1) The product is: [Cl:25][C:26]1[CH:27]=[C:28]([CH2:33][C@H:34]([C:38]2[CH:39]=[CH:40][CH:41]=[CH:42][CH:43]=2)[C:35]([NH:1][CH:2]2[C:8](=[O:9])[N:7]([CH3:10])[C:6]3[CH:11]=[CH:12][CH:13]=[CH:14][C:5]=3[C:4]([N:15]3[CH2:16][CH2:17][CH:18]([C:21]([F:24])([F:23])[F:22])[CH2:19][CH2:20]3)=[N:3]2)=[O:36])[CH:29]=[CH:30][C:31]=1[Cl:32]. Given the reactants [NH2:1][CH:2]1[C:8](=[O:9])[N:7]([CH3:10])[C:6]2[CH:11]=[CH:12][CH:13]=[CH:14][C:5]=2[C:4]([N:15]2[CH2:20][CH2:19][CH:18]([C:21]([F:24])([F:23])[F:22])[CH2:17][CH2:16]2)=[N:3]1.[Cl:25][C:26]1[CH:27]=[C:28]([CH2:33][C@H:34]([C:38]2[CH:43]=[CH:42][CH:41]=[CH:40][CH:39]=2)[C:35](O)=[O:36])[CH:29]=[CH:30][C:31]=1[Cl:32], predict the reaction product. (2) Given the reactants [O:1]=[O+][O-].[Cl:4][C:5]1[CH:6]=[C:7]([C:12]2([C:23]([O:25][CH3:26])=[O:24])[CH2:14][CH:13]2/[CH:15]=C/C2C=CC=CC=2)[CH:8]=[CH:9][C:10]=1[Cl:11].C1C=CC(P(C2C=CC=CC=2)C2C=CC=CC=2)=CC=1, predict the reaction product. The product is: [Cl:4][C:5]1[CH:6]=[C:7]([C:12]2([C:23]([O:25][CH3:26])=[O:24])[CH2:14][CH:13]2[CH:15]=[O:1])[CH:8]=[CH:9][C:10]=1[Cl:11].